Dataset: Reaction yield outcomes from USPTO patents with 853,638 reactions. Task: Predict the reaction yield, written as a fraction of the theoretical maximum amount of product (1.0 means a 100% yield; for example, 0.34 means a 34% yield). (1) The reactants are [CH2:1]([C:3]1[NH:4][C:5](=[O:27])[C:6]([CH2:12][C:13]2[CH:18]=[CH:17][C:16]([C:19]3[C:20]([C:25]#[N:26])=[CH:21][CH:22]=[CH:23][CH:24]=3)=[CH:15][CH:14]=2)=[C:7]([CH2:9][CH2:10][CH3:11])[N:8]=1)[CH3:2].[Br:28][C:29]1[CH:34]=[CH:33][C:32](B(O)O)=[CH:31][CH:30]=1.C(N(CC)CC)C.N1C=CC=CC=1. The catalyst is ClCCl.C(OCC)(=O)C.C([O-])(=O)C.[Cu+2].C([O-])(=O)C. The product is [Br:28][C:29]1[CH:34]=[CH:33][C:32]([N:4]2[C:5](=[O:27])[C:6]([CH2:12][C:13]3[CH:18]=[CH:17][C:16]([C:19]4[C:20]([C:25]#[N:26])=[CH:21][CH:22]=[CH:23][CH:24]=4)=[CH:15][CH:14]=3)=[C:7]([CH2:9][CH2:10][CH3:11])[N:8]=[C:3]2[CH2:1][CH3:2])=[CH:31][CH:30]=1. The yield is 0.560. (2) The reactants are [CH2:1]([N:8]([C:22]1[C:27]([Cl:28])=[CH:26][C:25]([C:29]([F:32])([F:31])[F:30])=[CH:24][N:23]=1)[S:9]([C:12]1[CH:21]=[CH:20][C:15]([C:16](OC)=[O:17])=[CH:14][CH:13]=1)(=[O:11])=[O:10])[C:2]1[CH:7]=[CH:6][CH:5]=[CH:4][CH:3]=1.[Li].[OH-].[Na+].[O-]S([O-])(=O)=O.[Mg+2]. The catalyst is C1COCC1.O.CCOC(C)=O. The product is [CH2:1]([N:8]([C:22]1[C:27]([Cl:28])=[CH:26][C:25]([C:29]([F:31])([F:32])[F:30])=[CH:24][N:23]=1)[S:9]([C:12]1[CH:13]=[CH:14][C:15]([CH2:16][OH:17])=[CH:20][CH:21]=1)(=[O:11])=[O:10])[C:2]1[CH:3]=[CH:4][CH:5]=[CH:6][CH:7]=1. The yield is 0.260. (3) The reactants are [Cl-].O[NH3+:3].[C:4](=[O:7])([O-])[OH:5].[Na+].CS(C)=O.[Si]([O:20][C:21]1[CH:61]=[CH:60][C:24]([O:25][C@@H:26]2[CH2:31][CH2:30][C@H:29]([N:32]3[C:37](=[O:38])[C:36]([CH2:39][C:40]4[CH:45]=[CH:44][C:43]([C:46]5[C:47]([C:52]#[N:53])=[CH:48][CH:49]=[CH:50][CH:51]=5)=[CH:42][CH:41]=4)=[C:35]([CH2:54][CH2:55][CH3:56])[N:34]4[N:57]=[CH:58][N:59]=[C:33]34)[CH2:28][CH2:27]2)=[CH:23][CH:22]=1)(C(C)(C)C)(C)C. The catalyst is O.C(OCC)(=O)C. The product is [OH:20][C:21]1[CH:22]=[CH:23][C:24]([O:25][C@@H:26]2[CH2:27][CH2:28][C@H:29]([N:32]3[C:37](=[O:38])[C:36]([CH2:39][C:40]4[CH:41]=[CH:42][C:43]([C:46]5[CH:51]=[CH:50][CH:49]=[CH:48][C:47]=5[C:52]5[NH:53][C:4](=[O:7])[O:5][N:3]=5)=[CH:44][CH:45]=4)=[C:35]([CH2:54][CH2:55][CH3:56])[N:34]4[N:57]=[CH:58][N:59]=[C:33]34)[CH2:30][CH2:31]2)=[CH:60][CH:61]=1. The yield is 0.0980. (4) The catalyst is CN(C=O)C.O.C(#N)C. The reactants are C([O:3][C:4]([C:6]1[N:7]=[C:8]([CH:21]([CH3:23])[CH3:22])[S:9][C:10]=1[NH:11][C:12]1[CH:17]=[CH:16][CH:15]=[CH:14][C:13]=1[N+:18]([O-:20])=[O:19])=[O:5])C.C(N)=O.C[O-].[Na+].CO.C(O)(C(F)(F)F)=O.[NH4+].[Cl-]. The yield is 0.840. The product is [CH:21]([C:8]1[S:9][C:10]([NH:11][C:12]2[CH:17]=[CH:16][CH:15]=[CH:14][C:13]=2[N+:18]([O-:20])=[O:19])=[C:6]([C:4]([OH:5])=[O:3])[N:7]=1)([CH3:23])[CH3:22]. (5) The product is [N:1]1[C:11]2[N:10]([C:18](=[O:19])[CH2:17][Cl:16])[C:9]3[CH:12]=[CH:13][CH:14]=[CH:15][C:8]=3[CH2:7][CH2:6][C:5]=2[CH:4]=[CH:3][CH:2]=1. No catalyst specified. The reactants are [N:1]1[C:11]2[NH:10][C:9]3[CH:12]=[CH:13][CH:14]=[CH:15][C:8]=3[CH2:7][CH2:6][C:5]=2[CH:4]=[CH:3][CH:2]=1.[Cl:16][CH2:17][C:18](Cl)=[O:19]. The yield is 0.250.